This data is from Reaction yield outcomes from USPTO patents with 853,638 reactions. The task is: Predict the reaction yield, written as a fraction of the theoretical maximum amount of product (1.0 means a 100% yield; for example, 0.34 means a 34% yield). (1) The reactants are ClC1N=C(Cl)N=C(NCC#C)N=1.[CH:13]1(NC)[CH2:18][CH2:17][CH2:16][CH2:15][CH2:14]1.[Cl:21][C:22]1[N:27]=[C:26]([NH:28][CH:29](C)C)[N:25]=[C:24]([NH:32][CH2:33][C:34]#[CH:35])[N:23]=1. No catalyst specified. The product is [Cl:21][C:22]1[N:27]=[C:26]([NH:28][CH2:29][CH:13]2[CH2:14][CH2:15][CH2:16][CH2:17][CH2:18]2)[N:25]=[C:24]([NH:32][CH2:33][C:34]#[CH:35])[N:23]=1. The yield is 0.730. (2) The reactants are Cl[C:2]1[CH:3]=[CH:4][C:5]([SH:8])=[N:6][CH:7]=1.Cl([O-])(=O)(=O)=[O:10].[Na+].[ClH:15].[NH:16]1[CH2:19][CH2:18][CH2:17]1.C(N(CC)CC)C.[OH2:27]. The catalyst is C(Cl)Cl.Cl. The product is [N:16]1([S:8]([C:5]2[CH:4]=[CH:3][C:2]([Cl:15])=[CH:7][N:6]=2)(=[O:10])=[O:27])[CH2:19][CH2:18][CH2:17]1. The yield is 0.460. (3) The reactants are [CH3:1][C:2]1[N:7]=[C:6]([NH:8]C(=O)C)[CH:5]=[CH:4][C:3]=1[O:12][C:13]1[CH:18]=[CH:17][N:16]=[C:15]([C:19]2[CH:20]=[N:21][N:22]([CH3:24])[CH:23]=2)[CH:14]=1.Cl. The catalyst is C1COCC1. The product is [CH3:1][C:2]1[N:7]=[C:6]([NH2:8])[CH:5]=[CH:4][C:3]=1[O:12][C:13]1[CH:18]=[CH:17][N:16]=[C:15]([C:19]2[CH:20]=[N:21][N:22]([CH3:24])[CH:23]=2)[CH:14]=1. The yield is 0.920. (4) The catalyst is ClCCl.O. The yield is 1.00. The product is [CH3:1][C:2](=[N:26][OH:27])[C@@H:3]1[C@:20]2([CH3:21])[C@H:6]([C@H:7]3[C@H:17]([CH2:18][CH2:19]2)[C@:15]2([CH3:16])[C@H:10]([CH2:11][CH2:12][CH2:13][CH2:14]2)[CH2:9][CH2:8]3)[CH2:5][CH2:4]1. The reactants are [CH3:1][C:2](=O)[C@@H:3]1[C@:20]2([CH3:21])[C@H:6]([C@H:7]3[C@H:17]([CH2:18][CH2:19]2)[C@:15]2([CH3:16])[C@H:10]([CH2:11][CH2:12][CH2:13][CH2:14]2)[CH2:9][CH2:8]3)[CH2:5][CH2:4]1.C(O)C.[NH2:26][OH:27].C([O-])(=O)C.[Na+]. (5) The reactants are [C:1]([C:5]1[CH:10]=[C:9]([C:11]([CH3:14])([CH3:13])[CH3:12])[CH:8]=[CH:7][C:6]=1[OH:15])([CH3:4])([CH3:3])[CH3:2].[CH:16](=O)[C:17]1[CH:22]=[CH:21][CH:20]=[CH:19][CH:18]=1.[CH3:24][NH:25][CH3:26]. No catalyst specified. The product is [C:1]([C:5]1[CH:10]=[C:9]([C:11]([CH3:14])([CH3:13])[CH3:12])[CH:8]=[C:7]([CH:16]([N:25]([CH3:26])[CH3:24])[C:17]2[CH:22]=[CH:21][CH:20]=[CH:19][CH:18]=2)[C:6]=1[OH:15])([CH3:4])([CH3:3])[CH3:2]. The yield is 0.770. (6) The reactants are [C:1]1([CH2:7][CH2:8][CH2:9][CH2:10][CH2:11][CH2:12][C:13]([C:15]2[O:16][CH:17]=[C:18]([C:20]([NH2:22])=O)[N:19]=2)=[O:14])[CH:6]=[CH:5][CH:4]=[CH:3][CH:2]=1.N1C=CC=CC=1.FC(F)(F)C(OC(=O)C(F)(F)F)=O. The catalyst is O1CCOCC1.C(Cl)Cl. The product is [C:1]1([CH2:7][CH2:8][CH2:9][CH2:10][CH2:11][CH2:12][C:13]([C:15]2[O:16][CH:17]=[C:18]([C:20]#[N:22])[N:19]=2)=[O:14])[CH:2]=[CH:3][CH:4]=[CH:5][CH:6]=1. The yield is 0.700.